This data is from Forward reaction prediction with 1.9M reactions from USPTO patents (1976-2016). The task is: Predict the product of the given reaction. (1) Given the reactants [CH2:1]([N:8]1[C:13](=[O:14])[C:12]2[N:15]=[C:16]([Br:18])[S:17][C:11]=2[N:10]=[C:9]1[CH:19](Br)[CH2:20][CH3:21])[C:2]1[CH:7]=[CH:6][CH:5]=[CH:4][CH:3]=1.[CH3:23][N:24]([CH3:28])[CH2:25][CH2:26][NH2:27], predict the reaction product. The product is: [CH2:1]([N:8]1[C:13](=[O:14])[C:12]2[N:15]=[C:16]([Br:18])[S:17][C:11]=2[N:10]=[C:9]1[CH:19]([NH:27][CH2:26][CH2:25][N:24]([CH3:28])[CH3:23])[CH2:20][CH3:21])[C:2]1[CH:7]=[CH:6][CH:5]=[CH:4][CH:3]=1. (2) Given the reactants CO[C:3]([C:5]1[C:14]2[C:9](=[C:10]([NH:15][S:16]([C:19]3[CH:24]=[CH:23][CH:22]=[CH:21][CH:20]=3)(=[O:18])=[O:17])[CH:11]=[CH:12][CH:13]=2)[N:8]=[CH:7][CH:6]=1)=[O:4].[NH3:25], predict the reaction product. The product is: [C:19]1([S:16]([NH:15][C:10]2[CH:11]=[CH:12][CH:13]=[C:14]3[C:9]=2[N:8]=[CH:7][CH:6]=[C:5]3[C:3]([NH2:25])=[O:4])(=[O:17])=[O:18])[CH:20]=[CH:21][CH:22]=[CH:23][CH:24]=1. (3) Given the reactants [CH3:1][O:2][CH2:3][CH2:4][OH:5].[NH2:6][C:7]1[CH:11]=[C:10](O)[NH:9][N:8]=1.C(C=P(CCCC)(CCCC)CCCC)#N, predict the reaction product. The product is: [CH3:1][O:2][CH2:3][CH2:4][O:5][C:10]1[NH:9][N:8]=[C:7]([NH2:6])[CH:11]=1. (4) Given the reactants [H-].[Na+].[F:3][C:4]1[CH:9]=[CH:8][C:7]([C:10](=[O:12])[CH3:11])=[CH:6][CH:5]=1.C([O:15][C:16](=O)[CH:17]([CH3:20])[CH2:18][CH3:19])C, predict the reaction product. The product is: [F:3][C:4]1[CH:9]=[CH:8][C:7]([C:10](=[O:12])[CH2:11][C:16](=[O:15])[CH:17]([CH3:20])[CH2:18][CH3:19])=[CH:6][CH:5]=1.